Predict the reaction yield, written as a fraction of the theoretical maximum amount of product (1.0 means a 100% yield; for example, 0.34 means a 34% yield). From a dataset of Reaction yield outcomes from USPTO patents with 853,638 reactions. (1) The reactants are [Cl:1][C:2]1[CH:7]=[C:6]([C:8]#[N:9])[CH:5]=[CH:4][C:3]=1[N:10]1[CH2:15][CH2:14][N:13](C(OC(C)(C)C)=O)[CH2:12][CH2:11]1. The catalyst is Cl.O1CCOCC1.C(OCC)C. The product is [ClH:1].[Cl:1][C:2]1[CH:7]=[C:6]([CH:5]=[CH:4][C:3]=1[N:10]1[CH2:15][CH2:14][NH:13][CH2:12][CH2:11]1)[C:8]#[N:9]. The yield is 0.940. (2) The reactants are [NH2:1][CH2:2][C:3]1[CH:8]=[CH:7][C:6]([N+:9]([O-:11])=[O:10])=[CH:5][C:4]=1[NH2:12].C(N(CC)CC)C.Br[CH2:21][C:22]([O:24][C:25]([CH3:28])([CH3:27])[CH3:26])=[O:23]. The catalyst is C1COCC1. The product is [C:25]([O:24][C:22](=[O:23])[CH2:21][NH:1][CH2:2][C:3]1[CH:8]=[CH:7][C:6]([N+:9]([O-:11])=[O:10])=[CH:5][C:4]=1[NH2:12])([CH3:28])([CH3:27])[CH3:26]. The yield is 0.450.